From a dataset of NCI-60 drug combinations with 297,098 pairs across 59 cell lines. Regression. Given two drug SMILES strings and cell line genomic features, predict the synergy score measuring deviation from expected non-interaction effect. Drug 1: C1C(C(OC1N2C=C(C(=O)NC2=O)F)CO)O. Drug 2: N.N.Cl[Pt+2]Cl. Cell line: LOX IMVI. Synergy scores: CSS=64.9, Synergy_ZIP=-2.53, Synergy_Bliss=-3.78, Synergy_Loewe=2.43, Synergy_HSA=4.19.